Dataset: Catalyst prediction with 721,799 reactions and 888 catalyst types from USPTO. Task: Predict which catalyst facilitates the given reaction. (1) Reactant: [F:1][C:2]1[CH:7]=[CH:6][C:5]([C:8]2[CH:13]=[CH:12][N:11]=[CH:10][C:9]=2[N:14]([CH3:28])[C:15](=[O:27])[C:16]2[CH:21]=[C:20]([C:22]([F:25])([F:24])[F:23])[CH:19]=[C:18]([SH:26])[CH:17]=2)=[C:4]([O:29][CH3:30])[CH:3]=1.Br[CH2:32][CH2:33][CH2:34][CH2:35][C:36]([OH:38])=[O:37].CCN(C(C)C)C(C)C.[NH4+].[Cl-]. The catalyst class is: 290. Product: [F:1][C:2]1[CH:7]=[CH:6][C:5]([C:8]2[CH:13]=[CH:12][N:11]=[CH:10][C:9]=2[N:14]([CH3:28])[C:15]([C:16]2[CH:17]=[C:18]([S:26][CH2:32][CH2:33][CH2:34][CH2:35][C:36]([OH:38])=[O:37])[CH:19]=[C:20]([C:22]([F:25])([F:24])[F:23])[CH:21]=2)=[O:27])=[C:4]([O:29][CH3:30])[CH:3]=1. (2) Reactant: [OH-].[Na+:2].[C:3]1([C:9]2[CH:10]=[C:11]([C:15]([NH:17][C:18]3[CH:26]=[C:25]([C:27]4[S:28][CH:29]=[CH:30][CH:31]=4)[CH:24]=[CH:23][C:19]=3[C:20]([OH:22])=[O:21])=[O:16])[CH:12]=[N:13][CH:14]=2)[CH:8]=[CH:7][CH:6]=[CH:5][CH:4]=1. Product: [C:3]1([C:9]2[CH:10]=[C:11]([C:15]([NH:17][C:18]3[CH:26]=[C:25]([C:27]4[S:28][CH:29]=[CH:30][CH:31]=4)[CH:24]=[CH:23][C:19]=3[C:20]([O-:22])=[O:21])=[O:16])[CH:12]=[N:13][CH:14]=2)[CH:4]=[CH:5][CH:6]=[CH:7][CH:8]=1.[Na+:2]. The catalyst class is: 8. (3) Reactant: [CH2:1]([O:8][C:9]1[C:10](=[O:36])[C:11]([C:32]([O:34]C)=[O:33])=[CH:12][N:13]([CH2:26][CH:27]([O:30][CH3:31])[O:28][CH3:29])[C:14]=1[C:15](=[O:25])[NH:16][CH2:17][C:18]1[CH:23]=[CH:22][CH:21]=[C:20]([Cl:24])[CH:19]=1)[C:2]1[CH:7]=[CH:6][CH:5]=[CH:4][CH:3]=1.CO.[OH-].[Li+]. Product: [CH2:1]([O:8][C:9]1[C:10](=[O:36])[C:11]([C:32]([OH:34])=[O:33])=[CH:12][N:13]([CH2:26][CH:27]([O:28][CH3:29])[O:30][CH3:31])[C:14]=1[C:15](=[O:25])[NH:16][CH2:17][C:18]1[CH:23]=[CH:22][CH:21]=[C:20]([Cl:24])[CH:19]=1)[C:2]1[CH:7]=[CH:6][CH:5]=[CH:4][CH:3]=1. The catalyst class is: 7. (4) Reactant: [CH3:1][O:2][C:3]1[CH:8]=[CH:7][C:6]([NH:9][CH2:10][CH2:11][CH2:12][O:13][C:14]2[CH:23]=[CH:22][C:21]3[C:16](=[CH:17][CH:18]=[CH:19][CH:20]=3)[CH:15]=2)=[CH:5][CH:4]=1.Br[CH2:25][C:26]([O:28][CH2:29][CH3:30])=[O:27]. Product: [CH2:29]([O:28][C:26](=[O:27])[CH2:25][N:9]([CH2:10][CH2:11][CH2:12][O:13][C:14]1[CH:23]=[CH:22][C:21]2[C:16](=[CH:17][CH:18]=[CH:19][CH:20]=2)[CH:15]=1)[C:6]1[CH:5]=[CH:4][C:3]([O:2][CH3:1])=[CH:8][CH:7]=1)[CH3:30]. The catalyst class is: 21. (5) Reactant: [S:1]1[CH:5]=[CH:4][CH:3]=[C:2]1[C:6]([NH:8][C:9]1[CH:10]=[CH:11][CH:12]=[C:13]2[C:17]=1[NH:16][C:15]([C:18]([O:20]CC)=[O:19])=[CH:14]2)=[O:7].CO.[OH-].[K+].C(O)(=O)CC(CC(O)=O)(C(O)=O)O. Product: [S:1]1[CH:5]=[CH:4][CH:3]=[C:2]1[C:6]([NH:8][C:9]1[CH:10]=[CH:11][CH:12]=[C:13]2[C:17]=1[NH:16][C:15]([C:18]([OH:20])=[O:19])=[CH:14]2)=[O:7]. The catalyst class is: 7.